The task is: Predict the reaction yield, written as a fraction of the theoretical maximum amount of product (1.0 means a 100% yield; for example, 0.34 means a 34% yield).. This data is from Reaction yield outcomes from USPTO patents with 853,638 reactions. (1) The reactants are [H-].[Na+].CCCCCC.[OH:9][C:10]1[CH:15]=[CH:14][C:13]([O:16][CH3:17])=[CH:12][CH:11]=1.Br[CH:19]([C:23]1[CH:28]=[CH:27][CH:26]=[CH:25][CH:24]=1)[C:20]([OH:22])=[O:21]. The catalyst is O1CCCC1. The product is [CH3:17][O:16][C:13]1[CH:14]=[CH:15][C:10]([O:9][CH:19]([C:23]2[CH:28]=[CH:27][CH:26]=[CH:25][CH:24]=2)[C:20]([OH:22])=[O:21])=[CH:11][CH:12]=1. The yield is 0.620. (2) The reactants are [OH:1][C:2]1[C:7]([CH3:8])=[CH:6][C:5]([C:9]2[NH:18][C:17](=[O:19])[C:16]3[C:11](=[CH:12][CH:13]=[C:14]([CH:20]=C)[CH:15]=3)[N:10]=2)=[CH:4][C:3]=1[CH3:22].C1C[O:26]CC1. The catalyst is O.O=[Os](=O)(=O)=O. The product is [OH:1][C:2]1[C:3]([CH3:22])=[CH:4][C:5]([C:9]2[NH:18][C:17](=[O:19])[C:16]3[C:11](=[CH:12][CH:13]=[C:14]([CH:20]=[O:26])[CH:15]=3)[N:10]=2)=[CH:6][C:7]=1[CH3:8]. The yield is 0.950. (3) The reactants are [CH3:1][C:2]1([CH3:18])[C:6]([CH3:8])([CH3:7])[O:5][B:4]([C:9]2[CH:17]=[CH:16][C:12]([C:13]([OH:15])=O)=[CH:11][CH:10]=2)[O:3]1.[CH3:19][N:20]1[CH2:25][CH2:24][C:23]2[N:26]=[C:27]([NH2:29])[S:28][C:22]=2[CH2:21]1. No catalyst specified. The product is [CH3:19][N:20]1[CH2:25][CH2:24][C:23]2[N:26]=[C:27]([NH:29][C:13](=[O:15])[C:12]3[CH:11]=[CH:10][C:9]([B:4]4[O:5][C:6]([CH3:7])([CH3:8])[C:2]([CH3:1])([CH3:18])[O:3]4)=[CH:17][CH:16]=3)[S:28][C:22]=2[CH2:21]1. The yield is 0.272.